Dataset: Catalyst prediction with 721,799 reactions and 888 catalyst types from USPTO. Task: Predict which catalyst facilitates the given reaction. (1) Reactant: [CH3:1][O:2][C:3](=[O:135])[C@@H:4]([NH:72][C:73](=[O:134])[CH2:74][O:75][CH2:76][CH2:77][O:78][CH2:79][CH2:80][O:81][CH2:82][CH2:83][NH:84][C:85](=[O:133])[C@@H:86]([NH:112][C:113](=[O:132])[CH2:114][O:115][CH2:116][CH2:117][O:118][CH2:119][CH2:120][O:121][CH2:122][CH2:123][NH:124]C(OC(C)(C)C)=O)[CH2:87][CH2:88][CH2:89][CH2:90][NH:91][C:92](=[O:111])[CH2:93][O:94][CH2:95][CH2:96][O:97][CH2:98][CH2:99][O:100][CH2:101][CH2:102][NH:103]C(OC(C)(C)C)=O)[CH2:5][CH2:6][CH2:7][CH2:8][NH:9][C:10](=[O:71])[CH2:11][O:12][CH2:13][CH2:14][O:15][CH2:16][CH2:17][O:18][CH2:19][CH2:20][NH:21][C:22](=[O:70])[C@@H:23]([NH:49][C:50](=[O:69])[CH2:51][O:52][CH2:53][CH2:54][O:55][CH2:56][CH2:57][O:58][CH2:59][CH2:60][NH:61]C(OC(C)(C)C)=O)[CH2:24][CH2:25][CH2:26][CH2:27][NH:28][C:29](=[O:48])[CH2:30][O:31][CH2:32][CH2:33][O:34][CH2:35][CH2:36][O:37][CH2:38][CH2:39][NH:40]C(OC(C)(C)C)=O.FC(F)(F)C(O)=O. Product: [CH3:1][O:2][C:3](=[O:135])[C@@H:4]([NH:72][C:73](=[O:134])[CH2:74][O:75][CH2:76][CH2:77][O:78][CH2:79][CH2:80][O:81][CH2:82][CH2:83][NH:84][C:85](=[O:133])[C@@H:86]([NH:112][C:113](=[O:132])[CH2:114][O:115][CH2:116][CH2:117][O:118][CH2:119][CH2:120][O:121][CH2:122][CH2:123][NH2:124])[CH2:87][CH2:88][CH2:89][CH2:90][NH:91][C:92](=[O:111])[CH2:93][O:94][CH2:95][CH2:96][O:97][CH2:98][CH2:99][O:100][CH2:101][CH2:102][NH2:103])[CH2:5][CH2:6][CH2:7][CH2:8][NH:9][C:10](=[O:71])[CH2:11][O:12][CH2:13][CH2:14][O:15][CH2:16][CH2:17][O:18][CH2:19][CH2:20][NH:21][C:22](=[O:70])[C@@H:23]([NH:49][C:50](=[O:69])[CH2:51][O:52][CH2:53][CH2:54][O:55][CH2:56][CH2:57][O:58][CH2:59][CH2:60][NH2:61])[CH2:24][CH2:25][CH2:26][CH2:27][NH:28][C:29](=[O:48])[CH2:30][O:31][CH2:32][CH2:33][O:34][CH2:35][CH2:36][O:37][CH2:38][CH2:39][NH2:40]. The catalyst class is: 4. (2) Reactant: [CH:1]1([C:4]2[S:25][C:7]3[NH:8][C:9](=[O:24])[N:10](CC4C=CC(OC)=CC=4OC)[C:11](=[O:12])[C:6]=3[CH:5]=2)[CH2:3][CH2:2]1.Br[CH2:27][C:28]1[CH:33]=[CH:32][C:31]([C:34]2[C:35]([C:40]#[N:41])=[CH:36][CH:37]=[CH:38][CH:39]=2)=[CH:30][C:29]=1[F:42].C(=O)([O-])[O-].[K+].[K+]. Product: [CH:1]1([C:4]2[S:25][C:7]3[N:8]([CH2:27][C:28]4[CH:33]=[CH:32][C:31]([C:34]5[C:35]([C:40]#[N:41])=[CH:36][CH:37]=[CH:38][CH:39]=5)=[CH:30][C:29]=4[F:42])[C:9](=[O:24])[NH:10][C:11](=[O:12])[C:6]=3[CH:5]=2)[CH2:3][CH2:2]1. The catalyst class is: 10. (3) Reactant: [CH2:1]([CH:3]([C:6]1[C:10]([CH2:11][CH2:12][C:13]([O:15]CC)=O)=[CH:9][NH:8][N:7]=1)[CH2:4][CH3:5])[CH3:2].[CH2:18](Br)[C:19]1[CH:24]=[CH:23][CH:22]=[CH:21][CH:20]=1.C(=O)([O-])[O-].[K+].[K+].CN(C)C=O. Product: [CH2:18]([N:8]1[CH:9]=[C:10]([CH2:11][CH2:12][CH2:13][OH:15])[C:6]([CH:3]([CH2:1][CH3:2])[CH2:4][CH3:5])=[N:7]1)[C:19]1[CH:24]=[CH:23][CH:22]=[CH:21][CH:20]=1. The catalyst class is: 6. (4) Reactant: [F:1][C:2]1[CH:35]=[CH:34][C:5]([C:6](/[N:8]=[C:9]2\[NH:10][C:11]3[N:16]=[CH:15][C:14]([O:17][CH2:18][CH2:19][OH:20])=[CH:13][C:12]=3[N:21]\2[C@H:22]2[CH2:27][CH2:26][C@@H:25]([C:28](=[O:33])[NH:29][CH:30]([CH3:32])[CH3:31])[CH2:24][CH2:23]2)=[O:7])=[CH:4][CH:3]=1.CC(OI1(OC(C)=O)(OC(C)=O)OC(=O)C2C=CC=CC1=2)=O. Product: [F:1][C:2]1[CH:3]=[CH:4][C:5]([C:6](/[N:8]=[C:9]2\[NH:10][C:11]3[N:16]=[CH:15][C:14]([O:17][CH2:18][CH:19]=[O:20])=[CH:13][C:12]=3[N:21]\2[C@H:22]2[CH2:23][CH2:24][C@@H:25]([C:28](=[O:33])[NH:29][CH:30]([CH3:31])[CH3:32])[CH2:26][CH2:27]2)=[O:7])=[CH:34][CH:35]=1. The catalyst class is: 2. (5) Reactant: Cl[CH2:2][C:3]1[CH:31]=[CH:30][C:6]([C:7]([NH:9][C:10]2[CH:15]=[CH:14][C:13]([CH3:16])=[C:12]([NH:17][C:18]3[N:23]=[C:22]([C:24]4[CH:25]=[N:26][CH:27]=[CH:28][CH:29]=4)[CH:21]=[CH:20][N:19]=3)[CH:11]=2)=[O:8])=[CH:5][CH:4]=1.Cl.Cl.[N:34]1([CH2:40][CH2:41][CH2:42][CH2:43][N:44]2[C:52](=[O:53])[C:51]3[C:46](=[CH:47][CH:48]=[CH:49][CH:50]=3)[C:45]2=[O:54])[CH2:39][CH2:38][NH:37][CH2:36][CH2:35]1.C(N(CC)CC)C. Product: [O:54]=[C:45]1[C:46]2[C:51](=[CH:50][CH:49]=[CH:48][CH:47]=2)[C:52](=[O:53])[N:44]1[CH2:43][CH2:42][CH2:41][CH2:40][N:34]1[CH2:35][CH2:36][N:37]([CH2:2][C:3]2[CH:31]=[CH:30][C:6]([C:7]([NH:9][C:10]3[CH:15]=[CH:14][C:13]([CH3:16])=[C:12]([NH:17][C:18]4[N:23]=[C:22]([C:24]5[CH:25]=[N:26][CH:27]=[CH:28][CH:29]=5)[CH:21]=[CH:20][N:19]=4)[CH:11]=3)=[O:8])=[CH:5][CH:4]=2)[CH2:38][CH2:39]1. The catalyst class is: 10.